Dataset: Full USPTO retrosynthesis dataset with 1.9M reactions from patents (1976-2016). Task: Predict the reactants needed to synthesize the given product. Given the product [CH2:1]([O:8][CH2:9][CH2:10][CH:11]([CH:13]([CH2:21][C@H:22]([NH:30][C:31]([O:33][C:34]([CH3:37])([CH3:36])[CH3:35])=[O:32])[C:23]([O:25][C:26]([CH3:27])([CH3:28])[CH3:29])=[O:24])[C:14]([O:16][C:17]([CH3:19])([CH3:20])[CH3:18])=[O:15])[O:12][S:46]([CH3:45])(=[O:48])=[O:47])[C:2]1[CH:3]=[CH:4][CH:5]=[CH:6][CH:7]=1, predict the reactants needed to synthesize it. The reactants are: [CH2:1]([O:8][CH2:9][CH2:10][CH:11]([CH:13]([CH2:21][C@H:22]([NH:30][C:31]([O:33][C:34]([CH3:37])([CH3:36])[CH3:35])=[O:32])[C:23]([O:25][C:26]([CH3:29])([CH3:28])[CH3:27])=[O:24])[C:14]([O:16][C:17]([CH3:20])([CH3:19])[CH3:18])=[O:15])[OH:12])[C:2]1[CH:7]=[CH:6][CH:5]=[CH:4][CH:3]=1.C(N(CC)CC)C.[CH3:45][S:46](Cl)(=[O:48])=[O:47].